This data is from Full USPTO retrosynthesis dataset with 1.9M reactions from patents (1976-2016). The task is: Predict the reactants needed to synthesize the given product. (1) Given the product [C:1]([O:5][C:6]([NH:8][C:9](=[O:14])[CH:10]([OH:11])[NH2:15])=[O:7])([CH3:4])([CH3:3])[CH3:2], predict the reactants needed to synthesize it. The reactants are: [C:1]([O:5][C:6]([NH:8][CH:9]([OH:14])[C:10](OC)=[O:11])=[O:7])([CH3:4])([CH3:3])[CH3:2].[NH3:15]. (2) Given the product [CH3:1][O:2][C:3]1[CH:8]=[CH:7][CH:6]=[CH:5][C:4]=1[C:9]1[C:17]2[C:12](=[N:13][CH:14]=[C:15]([C:18]3[CH:23]=[CH:22][N:21]=[C:20]([CH:24]([OH:30])[C:25]([N:27]([CH3:29])[CH3:28])=[O:26])[CH:19]=3)[CH:16]=2)[NH:11][CH:10]=1, predict the reactants needed to synthesize it. The reactants are: [CH3:1][O:2][C:3]1[CH:8]=[CH:7][CH:6]=[CH:5][C:4]=1[C:9]1[C:17]2[C:12](=[N:13][CH:14]=[C:15]([C:18]3[CH:23]=[CH:22][N:21]=[C:20]([C:24](=[O:30])[C:25]([N:27]([CH3:29])[CH3:28])=[O:26])[CH:19]=3)[CH:16]=2)[N:11](S(C2C=CC(C)=CC=2)(=O)=O)[CH:10]=1.[OH-].[Na+].[BH4-].[Na+]. (3) Given the product [CH2:20]([C:16]1[N:17]([CH3:19])[N:18]=[C:13]2[C:12](=[O:22])[NH:11][C:10]([C:9]3[C:4]([O:3][CH2:1][C:2]4[CH:7]=[CH:8][CH:9]=[CH:4][N:5]=4)=[N:5][CH:6]=[C:7]([S:23]([N:26]4[CH2:31][CH2:30][N:29]([CH2:32][CH3:33])[CH2:28][CH2:27]4)(=[O:25])=[O:24])[CH:8]=3)=[N:15][C:14]=12)[CH3:21], predict the reactants needed to synthesize it. The reactants are: [CH2:1]([O:3][C:4]1[C:9]([C:10]2[NH:11][C:12](=[O:22])[C:13]3[C:14](=[C:16]([CH2:20][CH3:21])[N:17]([CH3:19])[N:18]=3)[N:15]=2)=[CH:8][C:7]([S:23]([N:26]2[CH2:31][CH2:30][N:29]([CH2:32][CH3:33])[CH2:28][CH2:27]2)(=[O:25])=[O:24])=[CH:6][N:5]=1)[CH3:2].C[Si]([N-][Si](C)(C)C)(C)C.[K+]. (4) Given the product [Br:1][C:2]1[C:3]([C:13]#[N:14])=[C:4]([C:8]([OH:10])=[O:9])[NH:5][C:6]=1[CH3:7], predict the reactants needed to synthesize it. The reactants are: [Br:1][C:2]1[C:3]([C:13]#[N:14])=[C:4]([C:8]([O:10]CC)=[O:9])[NH:5][C:6]=1[CH3:7].C1COCC1.O.[OH-].[Li+]. (5) Given the product [CH2:40]([C@H:35]1[C@H:34]([NH:33][S:23]([C:26]2[CH:27]=[CH:28][C:29]([CH3:30])=[CH:31][CH:32]=2)(=[O:25])=[O:24])[CH2:39][O:38][C:36]1=[O:37])[C:41]1[CH:46]=[CH:45][CH:44]=[CH:43][CH:42]=1, predict the reactants needed to synthesize it. The reactants are: C(NC(C)C)(C)C.[Li].C[Li].C(OCC)C.C(NC(C)C)(C)C.[S:23]([NH:33][C@@H:34]1[CH2:39][O:38][C:36](=[O:37])[CH2:35]1)([C:26]1[CH:32]=[CH:31][C:29]([CH3:30])=[CH:28][CH:27]=1)(=[O:25])=[O:24].[CH2:40](Br)[C:41]1[CH:46]=[CH:45][CH:44]=[CH:43][CH:42]=1. (6) Given the product [Cl:7][C:8]1[CH:16]=[CH:15][C:14]([N:17]2[CH:21]=[CH:20][CH:19]=[N:18]2)=[CH:13][C:9]=1[C:10]([NH:12][C:1](=[O:5])[NH:36][C:34]1[S:35][C:31]2[CH:30]=[C:29]([S:26]([CH2:25][CH2:24][CH2:23][I:22])(=[O:27])=[O:28])[CH:38]=[CH:37][C:32]=2[N:33]=1)=[O:11], predict the reactants needed to synthesize it. The reactants are: [C:1](Cl)(=[O:5])C(Cl)=O.[Cl:7][C:8]1[CH:16]=[CH:15][C:14]([N:17]2[CH:21]=[CH:20][CH:19]=[N:18]2)=[CH:13][C:9]=1[C:10]([NH2:12])=[O:11].[I:22][CH2:23][CH2:24][CH2:25][S:26]([C:29]1[CH:38]=[CH:37][C:32]2[N:33]=[C:34]([NH2:36])[S:35][C:31]=2[CH:30]=1)(=[O:28])=[O:27].[I-].[Na+].